From a dataset of Catalyst prediction with 721,799 reactions and 888 catalyst types from USPTO. Predict which catalyst facilitates the given reaction. Reactant: C([N:8]1[C:16]2[C:11](=[CH:12][CH:13]=[C:14]([OH:17])[CH:15]=2)[C:10]([CH:18]2[CH2:21][CH2:20][CH2:19]2)=[N:9]1)C1C=CC=CC=1.[ClH:22]. Product: [ClH:22].[CH:18]1([C:10]2[C:11]3[C:16](=[CH:15][C:14]([OH:17])=[CH:13][CH:12]=3)[NH:8][N:9]=2)[CH2:19][CH2:20][CH2:21]1. The catalyst class is: 178.